From a dataset of Full USPTO retrosynthesis dataset with 1.9M reactions from patents (1976-2016). Predict the reactants needed to synthesize the given product. (1) Given the product [F:35][C:33]1[CH:34]=[C:25]([C:12]2[C:13]([CH3:24])=[N:14][N:15]([C:16]3[CH:21]=[CH:20][CH:19]=[C:18]([F:22])[C:17]=3[CH3:23])[C:11]=2[NH:10][C:5]2[CH:6]=[CH:7][CH:8]=[CH:9][C:4]=2[C:3]([OH:36])=[O:2])[CH:26]=[C:27]2[C:32]=1[N:31]=[CH:30][CH:29]=[N:28]2, predict the reactants needed to synthesize it. The reactants are: C[O:2][C:3](=[O:36])[C:4]1[CH:9]=[CH:8][CH:7]=[CH:6][C:5]=1[NH:10][C:11]1[N:15]([C:16]2[CH:21]=[CH:20][CH:19]=[C:18]([F:22])[C:17]=2[CH3:23])[N:14]=[C:13]([CH3:24])[C:12]=1[C:25]1[CH:26]=[C:27]2[C:32](=[C:33]([F:35])[CH:34]=1)[N:31]=[CH:30][CH:29]=[N:28]2.[OH-].[Na+].Cl. (2) Given the product [Cl:20][CH2:21][C:22]1[CH:23]=[C:24]([CH:28]=[CH:29][N:30]=1)[C:25]([NH:17][C:14]1[S:15][C:16]2[C:8]([CH:6]3[CH2:5][O:4][CH2:3][CH2:2][O:1][CH2:7]3)=[CH:9][CH:10]=[C:11]([O:18][CH3:19])[C:12]=2[N:13]=1)=[O:26], predict the reactants needed to synthesize it. The reactants are: [O:1]1[CH2:7][CH:6]([C:8]2[C:16]3[S:15][C:14]([NH2:17])=[N:13][C:12]=3[C:11]([O:18][CH3:19])=[CH:10][CH:9]=2)[CH2:5][O:4][CH2:3][CH2:2]1.[Cl:20][CH2:21][C:22]1[CH:23]=[C:24]([CH:28]=[CH:29][N:30]=1)[C:25](O)=[O:26].O1CC(C2C3SC(NC(C4SC(C)=CC=4)=O)=NC=3C(OC)=CC=2)COCC1. (3) Given the product [CH:16]1([C:17]([NH:19][CH2:20][C:21]2[CH:26]=[CH:25][C:24]([C:27]3[CH:28]=[C:29]4[C:33](=[C:34]([C:36]([NH2:38])=[O:37])[CH:35]=3)[NH:32][CH:31]=[C:30]4[CH:39]3[CH2:44][CH2:43][N:42]([S:45]([CH2:48][CH3:49])(=[O:46])=[O:47])[CH2:41][CH2:40]3)=[CH:23][CH:22]=2)=[O:18])[CH2:15][CH2:14][CH2:3][CH2:2]1, predict the reactants needed to synthesize it. The reactants are: F[C:2](F)(F)[C:3](O)=O.CC(N1[C:16]([C:17]([NH:19][CH2:20][C:21]2[CH:26]=[CH:25][C:24]([C:27]3[CH:28]=[C:29]4[C:33](=[C:34]([C:36]([NH2:38])=[O:37])[CH:35]=3)[NH:32][CH:31]=[C:30]4[CH:39]3[CH2:44][CH2:43][N:42]([S:45]([CH2:48][CH3:49])(=[O:47])=[O:46])[CH2:41][CH2:40]3)=[CH:23][CH:22]=2)=[O:18])=[CH:15][C:14](C)=N1)(C)C.CC(N1C(C(NCC2C=CC(B(O)O)=CC=2)=O)=CC(C)=N1)(C)C.